This data is from Catalyst prediction with 721,799 reactions and 888 catalyst types from USPTO. The task is: Predict which catalyst facilitates the given reaction. (1) Reactant: C1C(O)=CC=CC=1C.C([C:22]1([C:39]([O-:41])=[O:40])[C:28]([CH3:35])([CH2:29][N:30]2[CH:34]=[CH:33][N:32]=[N:31]2)[S:27](=[O:37])(=[O:36])[CH:26]2[N:23]1[C:24](=[O:38])[CH2:25]2)(C1C=CC=CC=1)C1C=CC=CC=1. Product: [CH3:35][C@@:28]1([CH2:29][N:30]2[N:31]=[N:32][CH:33]=[CH:34]2)[S:27](=[O:36])(=[O:37])[C@@H:26]2[CH2:25][C:24](=[O:38])[N:23]2[C@H:22]1[C:39]([OH:41])=[O:40]. The catalyst class is: 824. (2) Reactant: [Li+].[OH-].[O:3]=[C:4]1[C@H:10]([CH2:11][C:12]([O:14]C)=[O:13])[CH2:9][C:8]2[CH:16]=[CH:17][C:18]([O:20][CH2:21][CH2:22][CH2:23][NH:24][C:25]3[CH:30]=[CH:29][CH:28]=[CH:27][N:26]=3)=[CH:19][C:7]=2[CH2:6][N:5]1[CH2:31][CH2:32][C:33]1[CH:38]=[CH:37][CH:36]=[CH:35][CH:34]=1. Product: [O:3]=[C:4]1[C@H:10]([CH2:11][C:12]([OH:14])=[O:13])[CH2:9][C:8]2[CH:16]=[CH:17][C:18]([O:20][CH2:21][CH2:22][CH2:23][NH:24][C:25]3[CH:30]=[CH:29][CH:28]=[CH:27][N:26]=3)=[CH:19][C:7]=2[CH2:6][N:5]1[CH2:31][CH2:32][C:33]1[CH:38]=[CH:37][CH:36]=[CH:35][CH:34]=1. The catalyst class is: 20. (3) Reactant: [CH2:1]([O:8][C:9]([N:11]1[CH2:16][CH2:15][C:14]2[N:17]=[C:18](Br)[S:19][C:13]=2[CH:12]1[C:21]1[CH:26]=[C:25]([Cl:27])[CH:24]=[CH:23][C:22]=1[O:28][CH2:29][C:30]([OH:32])=[O:31])=[O:10])[C:2]1[CH:7]=[CH:6][CH:5]=[CH:4][CH:3]=1.[CH3:33][NH:34][CH3:35]. Product: [CH2:1]([O:8][C:9]([N:11]1[CH2:16][CH2:15][C:14]2[N:17]=[C:18]([N:34]([CH3:35])[CH3:33])[S:19][C:13]=2[CH:12]1[C:21]1[CH:26]=[C:25]([Cl:27])[CH:24]=[CH:23][C:22]=1[O:28][CH2:29][C:30]([OH:32])=[O:31])=[O:10])[C:2]1[CH:7]=[CH:6][CH:5]=[CH:4][CH:3]=1. The catalyst class is: 1. (4) Reactant: [H-].[Al+3].[Li+].[H-].[H-].[H-].[NH2:7][C@H:8]1[CH2:13][N:12]([CH2:14][C:15]2[CH:20]=[CH:19][CH:18]=[CH:17][CH:16]=2)[C@@H:11]([CH2:21][C:22](OCC)=[O:23])[CH2:10][CH2:9]1. Product: [NH2:7][C@H:8]1[CH2:13][N:12]([CH2:14][C:15]2[CH:20]=[CH:19][CH:18]=[CH:17][CH:16]=2)[C@@H:11]([CH2:21][CH2:22][OH:23])[CH2:10][CH2:9]1. The catalyst class is: 7. (5) Reactant: [NH2:1][C:2]1([C:21](O)=[O:22])[CH2:6][CH2:5][CH:4]([C:7]2[CH:12]=[CH:11][C:10]([CH2:13][CH2:14][CH2:15][CH2:16][CH2:17][CH2:18][CH2:19][CH3:20])=[CH:9][CH:8]=2)[CH2:3]1.[BH4-].[Na+].II. The catalyst class is: 1. Product: [NH2:1][C:2]1([CH2:21][OH:22])[CH2:6][CH2:5][CH:4]([C:7]2[CH:8]=[CH:9][C:10]([CH2:13][CH2:14][CH2:15][CH2:16][CH2:17][CH2:18][CH2:19][CH3:20])=[CH:11][CH:12]=2)[CH2:3]1. (6) Reactant: C([O:4][C@H:5]1[CH2:22][CH2:21][C@@:20]2([CH3:23])[C@@H:7]([CH2:8][CH2:9][C@:10]3([CH3:49])[C@@H:19]2[CH2:18][CH2:17][C@H:16]2[C@@:11]3([CH3:48])[CH2:12][CH2:13][C@@:14]3([C:31](=[O:47])[NH:32][C@@H:33]4[CH2:36][C@H:35]([C:37]([N:39]5[CH2:44][CH2:43][CH2:42][CH2:41][CH2:40]5)=[O:38])[C:34]4([CH3:46])[CH3:45])[CH2:26][CH2:25][C@@H:24]([C:27]4([CH3:30])[CH2:29][CH2:28]4)[C@@H:15]32)[C:6]1([CH3:51])[CH3:50])(=O)C.C(=O)([O-])[O-].[K+].[K+]. Product: [CH3:45][C:34]1([CH3:46])[C@@H:35]([C:37]([N:39]2[CH2:40][CH2:41][CH2:42][CH2:43][CH2:44]2)=[O:38])[CH2:36][C@H:33]1[NH:32][C:31]([C@:14]12[CH2:26][CH2:25][C@@H:24]([C:27]3([CH3:30])[CH2:28][CH2:29]3)[C@@H:15]1[C@@H:16]1[C@@:11]([CH3:48])([CH2:12][CH2:13]2)[C@@:10]2([CH3:49])[C@@H:19]([C@:20]3([CH3:23])[C@@H:7]([CH2:8][CH2:9]2)[C:6]([CH3:50])([CH3:51])[C@@H:5]([OH:4])[CH2:22][CH2:21]3)[CH2:18][CH2:17]1)=[O:47]. The catalyst class is: 36. (7) Reactant: [NH2:1][C:2]1[CH:12]=[N:11][CH:10]=[CH:9][C:3]=1[C:4]([O:6]CC)=O.C(N(CC)CC)C.C([CH:22]([C:26](Cl)=[O:27])[C:23](Cl)=[O:24])C.[O-]CC.[Na+].[Na+].[NH2:34][CH2:35][C:36]([O-:38])=[O:37].N12CCCN=C1CCCCC2.Cl. Product: [OH:6][C:4]1[C:3]2[C:2](=[CH:12][N:11]=[CH:10][CH:9]=2)[NH:1][C:26](=[O:27])[C:22]=1[C:23]([NH:34][CH2:35][C:36]([OH:38])=[O:37])=[O:24]. The catalyst class is: 34.